From a dataset of Full USPTO retrosynthesis dataset with 1.9M reactions from patents (1976-2016). Predict the reactants needed to synthesize the given product. (1) Given the product [NH2:46][C:20]1[C:19]2[N:41]=[C:16]([CH2:15][CH2:14][O:13][CH3:12])[N:17]([CH2:42][CH2:43][CH3:44])[C:18]=2[C:27]2[CH:26]=[CH:25][C:24]([O:28][CH2:29][CH2:30][CH2:31][NH:32][C:33](=[O:39])[O:34][C:35]([CH3:38])([CH3:37])[CH3:36])=[CH:23][C:22]=2[N:21]=1, predict the reactants needed to synthesize it. The reactants are: C1(C)C=CC(S(Cl)(=O)=O)=CC=1.[CH3:12][O:13][CH2:14][CH2:15][C:16]1[N:17]([CH2:42][CH2:43][CH3:44])[C:18]2[C:27]3[CH:26]=[CH:25][C:24]([O:28][CH2:29][CH2:30][CH2:31][NH:32][C:33](=[O:39])[O:34][C:35]([CH3:38])([CH3:37])[CH3:36])=[CH:23][C:22]=3[N+:21]([O-])=[CH:20][C:19]=2[N:41]=1.[OH-].[NH4+:46]. (2) Given the product [NH2:22][C:3](=[NH:2])[CH2:4][C:5]1[CH:10]=[CH:9][C:8]([CH2:11][CH2:12][C:13]2[N:14]=[C:15]([NH:18][C:19](=[O:21])[CH3:20])[S:16][CH:17]=2)=[CH:7][CH:6]=1, predict the reactants needed to synthesize it. The reactants are: Cl.[NH2:2][C:3](=[NH:22])[CH2:4][C:5]1[CH:10]=[CH:9][C:8]([CH2:11][CH2:12][C:13]2[N:14]=[C:15]([NH:18][C:19](=[O:21])[CH3:20])[S:16][CH:17]=2)=[CH:7][CH:6]=1.C([O-])(O)=O.[Na+]. (3) The reactants are: Cl[CH2:2][C:3]1[N:4]=[C:5]([CH:8]=[CH:9][C:10]2[CH:15]=[CH:14][C:13]([O:16][CH:17]([F:19])[F:18])=[CH:12][CH:11]=2)[O:6][CH:7]=1.[N:20]1([CH2:25][CH2:26][CH2:27][CH2:28][C:29]2[CH:34]=[CH:33][C:32]([OH:35])=[CH:31][CH:30]=2)[CH:24]=[CH:23][N:22]=[N:21]1.[I-].[K+].C[O-].[Na+]. Given the product [F:18][CH:17]([F:19])[O:16][C:13]1[CH:14]=[CH:15][C:10]([CH:9]=[CH:8][C:5]2[O:6][CH:7]=[C:3]([CH2:2][O:35][C:32]3[CH:33]=[CH:34][C:29]([CH2:28][CH2:27][CH2:26][CH2:25][N:20]4[CH:24]=[CH:23][N:22]=[N:21]4)=[CH:30][CH:31]=3)[N:4]=2)=[CH:11][CH:12]=1, predict the reactants needed to synthesize it.